This data is from Retrosynthesis with 50K atom-mapped reactions and 10 reaction types from USPTO. The task is: Predict the reactants needed to synthesize the given product. Given the product CC(C)(C)CNc1noc2ccc(-c3cccc(C(=O)O)c3)cc12, predict the reactants needed to synthesize it. The reactants are: CCOC(=O)c1cccc(-c2ccc3onc(NCC(C)(C)C)c3c2)c1.